This data is from Full USPTO retrosynthesis dataset with 1.9M reactions from patents (1976-2016). The task is: Predict the reactants needed to synthesize the given product. (1) Given the product [C:16]1(=[C:8]([C:5]2[CH:6]=[CH:7][C:2]([C:29]3[C:25]([CH3:24])=[N:26][O:27][C:28]=3[CH3:33])=[CH:3][CH:4]=2)[C:9]2[CH:14]=[CH:13][C:12]([OH:15])=[CH:11][CH:10]=2)[CH2:17][CH2:18][CH2:19][CH2:20][CH2:21][CH2:22][CH2:23]1, predict the reactants needed to synthesize it. The reactants are: Br[C:2]1[CH:7]=[CH:6][C:5]([C:8](=[C:16]2[CH2:23][CH2:22][CH2:21][CH2:20][CH2:19][CH2:18][CH2:17]2)[C:9]2[CH:14]=[CH:13][C:12]([OH:15])=[CH:11][CH:10]=2)=[CH:4][CH:3]=1.[CH3:24][C:25]1[C:29](B(O)O)=[C:28]([CH3:33])[O:27][N:26]=1.C([O-])([O-])=O.[Na+].[Na+]. (2) Given the product [CH3:4][N:6]1[CH2:28][CH2:27][C:9]2[N:10]([CH3:26])[C:11]3[C:12]([S:17][C:18]4[CH:23]=[CH:22][C:21]([S:24][CH3:25])=[CH:20][CH:19]=4)=[CH:13][CH:14]=[CH:15][C:16]=3[C:8]=2[CH2:7]1, predict the reactants needed to synthesize it. The reactants are: C(O[C:4]([N:6]1[CH2:28][CH2:27][C:9]2[N:10]([CH3:26])[C:11]3[C:12]([S:17][C:18]4[CH:23]=[CH:22][C:21]([S:24][CH3:25])=[CH:20][CH:19]=4)=[CH:13][CH:14]=[CH:15][C:16]=3[C:8]=2[CH2:7]1)=O)C.[H-].[Al+3].[Li+].[H-].[H-].[H-]. (3) Given the product [NH:42]1[C:43]2[C:39](=[CH:38][CH:37]=[C:36]([NH:35][C:34]([C:33]3[C:14]([N:11]4[CH2:10][CH2:9][CH:8]([NH2:7])[CH2:13][CH2:12]4)=[CH:15][C:16]4[NH:20][C:19]([NH:21][C:22]5[CH:27]=[CH:26][CH:25]=[CH:24][C:23]=5[C:28]([F:30])([F:31])[F:29])=[N:18][C:17]=4[CH:32]=3)=[O:45])[CH:44]=2)[CH:40]=[N:41]1, predict the reactants needed to synthesize it. The reactants are: C(OC(=O)[NH:7][CH:8]1[CH2:13][CH2:12][N:11]([C:14]2[C:33]([C:34](=[O:45])[NH:35][C:36]3[CH:44]=[C:43]4[C:39]([CH:40]=[N:41][NH:42]4)=[CH:38][CH:37]=3)=[CH:32][C:17]3[N:18]=[C:19]([NH:21][C:22]4[CH:27]=[CH:26][CH:25]=[CH:24][C:23]=4[C:28]([F:31])([F:30])[F:29])[NH:20][C:16]=3[CH:15]=2)[CH2:10][CH2:9]1)(C)(C)C.Cl. (4) Given the product [CH2:1]([O:8][C:9](=[O:23])[CH:10]([CH:16]([C:17]1[CH:22]=[CH:21][CH:20]=[CH:19][CH:18]=1)[C:29]([C:28]1[CH:31]=[CH:32][C:25]([F:24])=[CH:26][CH:27]=1)=[O:30])[C:11](=[O:15])[CH:12]([CH3:13])[CH3:14])[C:2]1[CH:3]=[CH:4][CH:5]=[CH:6][CH:7]=1, predict the reactants needed to synthesize it. The reactants are: [CH2:1]([O:8][C:9](=[O:23])[C:10](=[CH:16][C:17]1[CH:22]=[CH:21][CH:20]=[CH:19][CH:18]=1)[C:11](=[O:15])[CH:12]([CH3:14])[CH3:13])[C:2]1[CH:7]=[CH:6][CH:5]=[CH:4][CH:3]=1.[F:24][C:25]1[CH:32]=[CH:31][C:28]([CH:29]=[O:30])=[CH:27][CH:26]=1.C(N(CC)CC)C. (5) Given the product [NH2:6][C:5]1[CH:7]=[CH:8][C:2]([C:20]2[CH2:25][CH2:24][N:23]([C:26]([O:28][C:29]([CH3:32])([CH3:31])[CH3:30])=[O:27])[CH2:22][CH:21]=2)=[CH:3][C:4]=1[N+:9]([O-:11])=[O:10], predict the reactants needed to synthesize it. The reactants are: Br[C:2]1[CH:8]=[CH:7][C:5]([NH2:6])=[C:4]([N+:9]([O-:11])=[O:10])[CH:3]=1.CC1(C)C(C)(C)OB([C:20]2[CH2:25][CH2:24][N:23]([C:26]([O:28][C:29]([CH3:32])([CH3:31])[CH3:30])=[O:27])[CH2:22][CH:21]=2)O1.O.O.O.P([O-])([O-])([O-])=O.[K+].[K+].[K+]. (6) Given the product [CH:4]1([C:9]2[S:10][CH:11]=[C:12]([C:14]([OH:16])=[O:15])[N:13]=2)[CH2:5][CH2:6][CH2:7][CH2:8]1, predict the reactants needed to synthesize it. The reactants are: O.[OH-].[Li+].[CH:4]1([C:9]2[S:10][CH:11]=[C:12]([C:14]([O:16]CC)=[O:15])[N:13]=2)[CH2:8][CH2:7][CH2:6][CH2:5]1.O.Cl. (7) Given the product [F:1][C:2]1[CH:3]=[C:4]([CH:19]=[CH:20][C:21]=1[F:22])[CH2:5][NH:6][C:7]([C:9]1[CH:14]=[C:13]([CH2:15][Br:27])[N:12]2[N:16]=[CH:17][CH:18]=[C:11]2[N:10]=1)=[O:8], predict the reactants needed to synthesize it. The reactants are: [F:1][C:2]1[CH:3]=[C:4]([CH:19]=[CH:20][C:21]=1[F:22])[CH2:5][NH:6][C:7]([C:9]1[CH:14]=[C:13]([CH3:15])[N:12]2[N:16]=[CH:17][CH:18]=[C:11]2[N:10]=1)=[O:8].C(O)(=O)C.[Br:27]Br.